This data is from Peptide-MHC class I binding affinity with 185,985 pairs from IEDB/IMGT. The task is: Regression. Given a peptide amino acid sequence and an MHC pseudo amino acid sequence, predict their binding affinity value. This is MHC class I binding data. (1) The peptide sequence is YPQLSAIAL. The MHC is HLA-A02:12 with pseudo-sequence HLA-A02:12. The binding affinity (normalized) is 0.348. (2) The peptide sequence is YTIDLNDAF. The MHC is HLA-B46:01 with pseudo-sequence HLA-B46:01. The binding affinity (normalized) is 0.617. (3) The binding affinity (normalized) is 0. The peptide sequence is DSFLRKIGDK. The MHC is HLA-A03:01 with pseudo-sequence HLA-A03:01. (4) The peptide sequence is APSYRNFSF. The MHC is HLA-A02:03 with pseudo-sequence HLA-A02:03. The binding affinity (normalized) is 0.0847. (5) The peptide sequence is KNMYELQK. The MHC is HLA-B27:05 with pseudo-sequence HLA-B27:05. The binding affinity (normalized) is 0.354. (6) The peptide sequence is PEFDWILGW. The MHC is HLA-B40:02 with pseudo-sequence HLA-B40:02. The binding affinity (normalized) is 0.0758. (7) The peptide sequence is RSELYKYKV. The MHC is H-2-Kb with pseudo-sequence H-2-Kb. The binding affinity (normalized) is 0.221. (8) The peptide sequence is HKFYHYSVYI. The MHC is H-2-Dd with pseudo-sequence H-2-Dd. The binding affinity (normalized) is 0.0560.